Dataset: Full USPTO retrosynthesis dataset with 1.9M reactions from patents (1976-2016). Task: Predict the reactants needed to synthesize the given product. (1) Given the product [Br:13][C:14]1[C:18]([CH2:19][NH:9][C:7](=[O:8])[CH:6]([O:10][CH2:11][CH3:12])[CH2:25][O:26][CH3:27])=[CH:17][S:16][CH:15]=1, predict the reactants needed to synthesize it. The reactants are: [H-].[Na+].C(O[CH:6]([O:10][CH2:11][CH3:12])[C:7]([NH2:9])=[O:8])C.[Br:13][C:14]1[C:18]([CH2:19]Br)=[CH:17][S:16][CH:15]=1.[I-].[Na+].C1[CH2:27][O:26][CH2:25]C1. (2) Given the product [CH3:39][C:38]([CH3:41])([CH3:40])[CH2:37][C:35]1[N:36]=[C:32]([CH2:31][C:27]([C:24]2[CH:25]=[CH:26][C:21]([C:6]3[N:2]([CH3:1])[N:3]=[CH:4][CH:5]=3)=[CH:22][CH:23]=2)([OH:61])[CH:28]([F:29])[F:30])[N:33]([C:42]([C:49]2[CH:50]=[CH:51][CH:52]=[CH:53][CH:54]=2)([C:55]2[CH:60]=[CH:59][CH:58]=[CH:57][CH:56]=2)[C:43]2[CH:44]=[CH:45][CH:46]=[CH:47][CH:48]=2)[CH:34]=1, predict the reactants needed to synthesize it. The reactants are: [CH3:1][N:2]1[C:6]([Sn](CCCC)(CCCC)CCCC)=[CH:5][CH:4]=[N:3]1.Br[C:21]1[CH:26]=[CH:25][C:24]([C:27]([OH:61])([CH2:31][C:32]2[N:33]([C:42]([C:55]3[CH:60]=[CH:59][CH:58]=[CH:57][CH:56]=3)([C:49]3[CH:54]=[CH:53][CH:52]=[CH:51][CH:50]=3)[C:43]3[CH:48]=[CH:47][CH:46]=[CH:45][CH:44]=3)[CH:34]=[C:35]([CH2:37][C:38]([CH3:41])([CH3:40])[CH3:39])[N:36]=2)[CH:28]([F:30])[F:29])=[CH:23][CH:22]=1.[F-].[Cs+]. (3) Given the product [CH:10]1[C:11]2[N:12]([C:14]3[CH:15]=[C:16]([N:20]([C:21]4[CH:26]=[CH:25][CH:24]=[C:23]([N:27]5[C:39]6[CH:38]=[CH:37][CH:36]=[CH:35][C:34]=6[C:33]6[C:28]5=[CH:29][CH:30]=[CH:31][CH:32]=6)[CH:22]=4)[C:41]4[CH:46]=[CH:45][C:44]([C:47]5[CH:52]=[CH:51][C:50]([N:20]([C:16]6[CH:17]=[CH:18][CH:19]=[C:14]([N:12]7[C:11]8[CH:10]=[CH:9][CH:8]=[CH:7][C:63]=8[C:60]8[C:62]7=[CH:5][CH:4]=[CH:3][CH:61]=8)[CH:15]=6)[C:21]6[CH:26]=[CH:25][CH:24]=[C:23]([N:27]7[C:28]8[CH:29]=[CH:30][CH:31]=[CH:32][C:58]=8[C:55]8[C:56]7=[CH:2][CH:1]=[CH:13][CH:54]=8)[CH:22]=6)=[CH:49][CH:48]=5)=[CH:43][CH:42]=4)[CH:17]=[CH:18][CH:19]=3)[C:13]3[C:5](=[CH:4][CH:3]=[CH:2][CH:1]=3)[C:6]=2[CH:7]=[CH:8][CH:9]=1, predict the reactants needed to synthesize it. The reactants are: [CH:1]1[C:13]2[N:12]([C:14]3[CH:15]=[C:16]([NH:20][C:21]4[CH:26]=[CH:25][CH:24]=[C:23]([N:27]5[C:39]6[CH:38]=[CH:37][CH:36]=[CH:35][C:34]=6[C:33]6[C:28]5=[CH:29][CH:30]=[CH:31][CH:32]=6)[CH:22]=4)[CH:17]=[CH:18][CH:19]=3)[C:11]3[C:6](=[CH:7][CH:8]=[CH:9][CH:10]=3)[C:5]=2[CH:4]=[CH:3][CH:2]=1.Br[C:41]1[CH:46]=[CH:45][C:44]([C:47]2[CH:52]=[CH:51][C:50](Br)=[CH:49][CH:48]=2)=[CH:43][CH:42]=1.[CH3:54][C:55]([CH3:58])([O-])[CH3:56].[Na+].[C:60](P)([CH3:63])([CH3:62])[CH3:61]. (4) Given the product [Br:1][C:2]1[O:6][C:5]([C:7]([N:15]2[CH:16]3[CH2:19][CH2:20][N:12]([CH2:18][CH2:17]3)[CH2:13][CH2:14]2)=[O:9])=[CH:4][CH:3]=1, predict the reactants needed to synthesize it. The reactants are: [Br:1][C:2]1[O:6][C:5]([C:7]([OH:9])=O)=[CH:4][CH:3]=1.Cl.Cl.[N:12]12[CH2:20][CH2:19][CH:16]([CH2:17][CH2:18]1)[NH:15][CH2:14][CH2:13]2.O.ON1C2C=CC=CC=2N=N1.F[B-](F)(F)F.N1(OC(N(C)C)=[N+](C)C)C2C=CC=CC=2N=N1.C(N(C(C)C)CC)(C)C.[OH-].[Na+]. (5) The reactants are: [F:1][C:2]1[CH:3]=[CH:4][C:5]([C:9]2[C:14]([C:15]3[CH:16]=[CH:17][C:18]4[N:19]([C:21]([C:24]#[N:25])=[CH:22][N:23]=4)[CH:20]=3)=[CH:13][CH:12]=[CH:11][N:10]=2)=[N:6][C:7]=1[CH3:8].C([O-])([O-])=[O:27].[K+].[K+].OO. Given the product [F:1][C:2]1[CH:3]=[CH:4][C:5]([C:9]2[C:14]([C:15]3[CH:16]=[CH:17][C:18]4[N:19]([C:21]([C:24]([NH2:25])=[O:27])=[CH:22][N:23]=4)[CH:20]=3)=[CH:13][CH:12]=[CH:11][N:10]=2)=[N:6][C:7]=1[CH3:8], predict the reactants needed to synthesize it. (6) Given the product [F:13][C:2]([F:1])([C:6]1[CH:11]=[CH:10][C:9]([F:12])=[CH:8][CH:7]=1)[CH2:3][CH2:4][S:5][C:15]1[C:16]([C:21]([NH:23][CH2:24][CH2:25][CH:26]([CH3:28])[CH3:27])=[O:22])=[N:17][CH:18]=[CH:19][CH:20]=1, predict the reactants needed to synthesize it. The reactants are: [F:1][C:2]([F:13])([C:6]1[CH:11]=[CH:10][C:9]([F:12])=[CH:8][CH:7]=1)[CH2:3][CH2:4][SH:5].F[C:15]1[C:16]([C:21]([NH:23][CH2:24][CH2:25][CH:26]([CH3:28])[CH3:27])=[O:22])=[N:17][CH:18]=[CH:19][CH:20]=1.C(=O)([O-])[O-].[Cs+].[Cs+].